Dataset: Catalyst prediction with 721,799 reactions and 888 catalyst types from USPTO. Task: Predict which catalyst facilitates the given reaction. (1) The catalyst class is: 5. Product: [F:11][C:10]1[CH:9]=[CH:8][C:5]([CH:6]([OH:7])[CH:15]([N+:12]([O-:14])=[O:13])[CH3:16])=[CH:4][C:3]=1[O:2][CH3:1]. Reactant: [CH3:1][O:2][C:3]1[CH:4]=[C:5]([CH:8]=[CH:9][C:10]=1[F:11])[CH:6]=[O:7].[N+:12]([CH2:15][CH3:16])([O-:14])=[O:13].[OH-].[Na+].C(O)(=O)C. (2) Reactant: C([O:3][C:4]([C:6]1[CH:30]=[CH:29][C:9]2[N:10]=[C:11]([NH:14][C:15]3[S:16][C:17]4[CH:23]=[C:22]([O:24][C:25]([F:28])([F:27])[F:26])[CH:21]=[CH:20][C:18]=4[N:19]=3)[N:12]([CH3:13])[C:8]=2[CH:7]=1)=[O:5])C.[OH-].[Na+]. Product: [CH3:13][N:12]1[C:8]2[CH:7]=[C:6]([C:4]([OH:5])=[O:3])[CH:30]=[CH:29][C:9]=2[N:10]=[C:11]1[NH:14][C:15]1[S:16][C:17]2[CH:23]=[C:22]([O:24][C:25]([F:27])([F:26])[F:28])[CH:21]=[CH:20][C:18]=2[N:19]=1. The catalyst class is: 92. (3) Reactant: Cl.[Cl:2][C:3]1[CH:4]=[C:5]([N:9]2[C:13]([CH2:14][NH2:15])=[CH:12][C:11]([C:16]([F:19])([F:18])[F:17])=[N:10]2)[CH:6]=[CH:7][CH:8]=1.[F:20][C:21]1[CH:22]=[C:23]([NH:30][C:31](=O)[O:32]C2C=CC=CC=2)[CH:24]=[CH:25][C:26]=1[CH2:27][CH2:28][OH:29]. Product: [Cl:2][C:3]1[CH:4]=[C:5]([N:9]2[C:13]([CH2:14][NH:15][C:31]([NH:30][C:23]3[CH:24]=[CH:25][C:26]([CH2:27][CH2:28][OH:29])=[C:21]([F:20])[CH:22]=3)=[O:32])=[CH:12][C:11]([C:16]([F:17])([F:18])[F:19])=[N:10]2)[CH:6]=[CH:7][CH:8]=1. The catalyst class is: 1. (4) Reactant: [C:1]([N:4]1[C:12]2[C:7](=[CH:8][CH:9]=[C:10]([N:13]([CH:25]3[CH2:30][CH2:29][NH:28][CH2:27][CH2:26]3)[C:14](=[O:24])/[CH:15]=[CH:16]/[C:17]3[CH:22]=[CH:21][C:20]([Cl:23])=[CH:19][CH:18]=3)[CH:11]=2)[CH2:6][CH2:5]1)(=[O:3])[CH3:2]. Product: [C:1]([N:4]1[C:12]2[C:7](=[CH:8][CH:9]=[C:10]([N:13]([CH:25]3[CH2:30][CH2:29][N:28]([CH2:5][CH2:6][CH:7]4[CH2:12][CH2:11][CH2:10][CH2:9][CH2:8]4)[CH2:27][CH2:26]3)[C:14](=[O:24])/[CH:15]=[CH:16]/[C:17]3[CH:22]=[CH:21][C:20]([Cl:23])=[CH:19][CH:18]=3)[CH:11]=2)[CH2:6][CH2:5]1)(=[O:3])[CH3:2]. The catalyst class is: 26. (5) The catalyst class is: 12. Product: [O:25]=[C:24]1[C:23]2[C:18](=[CH:19][CH:20]=[CH:21][CH:22]=2)[NH:17][CH:16]=[C:15]1[C:13]([NH:12][C:4]1[CH:3]=[C:2]([NH:1][S:36]([CH:35]=[CH2:34])(=[O:38])=[O:37])[CH:7]=[C:6]([C:8]([F:10])([F:11])[F:9])[CH:5]=1)=[O:14]. Reactant: [NH2:1][C:2]1[CH:3]=[C:4]([NH:12][C:13]([C:15]2[C:24](=[O:25])[C:23]3[C:18](=[CH:19][CH:20]=[CH:21][CH:22]=3)[NH:17][CH:16]=2)=[O:14])[CH:5]=[C:6]([C:8]([F:11])([F:10])[F:9])[CH:7]=1.CN1CCOCC1.Cl[CH2:34][CH2:35][S:36](Cl)(=[O:38])=[O:37].C(Cl)Cl.CCOC(C)=O.